The task is: Predict the product of the given reaction.. This data is from Forward reaction prediction with 1.9M reactions from USPTO patents (1976-2016). Given the reactants [C:1]([NH:8][C@@H:9]([C:13]([OH:15])=O)[CH:10]([CH3:12])[CH3:11])([O:3][C:4]([CH3:7])([CH3:6])[CH3:5])=[O:2].Cl.[F:17][C:18]1[CH:26]=[C:25]2[C:21]([C:22]([C:27]3[CH:28]=[N:29][N:30]([CH:32]4[CH2:37][CH2:36][NH:35][CH2:34][CH2:33]4)[CH:31]=3)=[CH:23][NH:24]2)=[CH:20][CH:19]=1, predict the reaction product. The product is: [F:17][C:18]1[CH:26]=[C:25]2[C:21]([C:22]([C:27]3[CH:28]=[N:29][N:30]([CH:32]4[CH2:37][CH2:36][N:35]([C:13](=[O:15])[C@H:9]([NH:8][C:1](=[O:2])[O:3][C:4]([CH3:5])([CH3:6])[CH3:7])[CH:10]([CH3:11])[CH3:12])[CH2:34][CH2:33]4)[CH:31]=3)=[CH:23][NH:24]2)=[CH:20][CH:19]=1.